Dataset: Full USPTO retrosynthesis dataset with 1.9M reactions from patents (1976-2016). Task: Predict the reactants needed to synthesize the given product. (1) Given the product [F:13][C:14]1[CH:15]=[C:16]([CH:24]=[CH:25][CH:26]=1)[CH2:17][CH:18]1[CH2:23][CH2:22][N:21]([CH2:2][C:3]2[S:7][C:6]([NH:8][C:9](=[O:11])[CH3:10])=[N:5][CH:4]=2)[CH2:20][CH2:19]1, predict the reactants needed to synthesize it. The reactants are: Cl[CH2:2][C:3]1[S:7][C:6]([NH:8][C:9](=[O:11])[CH3:10])=[N:5][CH:4]=1.Cl.[F:13][C:14]1[CH:15]=[C:16]([CH:24]=[CH:25][CH:26]=1)[CH2:17][CH:18]1[CH2:23][CH2:22][NH:21][CH2:20][CH2:19]1.CCN(C(C)C)C(C)C. (2) Given the product [C:55]([O:59][C:60]([N:62]1[CH2:71][CH2:70][C:69]2[C:64](=[CH:65][C:66]([O:74][CH3:75])=[C:67]([O:72][CH3:73])[CH:68]=2)[CH:63]1[CH2:76][C:77]1[CH:78]=[CH:79][C:80]([C:83]2[CH:88]=[CH:87][CH:86]=[CH:85][C:84]=2[NH:89][C:90](=[O:92])[CH3:91])=[CH:81][CH:82]=1)=[O:61])([CH3:58])([CH3:56])[CH3:57].[ClH:93].[CH3:73][O:72][C:67]1[CH:68]=[C:69]2[C:64](=[CH:65][C:66]=1[O:74][CH3:75])[CH:63]([CH2:76][C:77]1[CH:78]=[CH:79][C:80]([C:83]3[CH:88]=[CH:87][CH:86]=[CH:85][C:84]=3[NH:89][C:90](=[O:92])[CH3:91])=[CH:81][CH:82]=1)[NH:62][CH2:71][CH2:70]2, predict the reactants needed to synthesize it. The reactants are: C(OC(N1CCC2C(=CC(OC)=C(OC)C=2)C1CC1C=CC(Br)=CC=1)=O)(C)(C)C.C1(P(C2C=CC=CC=2)C2C=CC=CC=2)C=CC=CC=1.C([O-])([O-])=O.[Na+].[Na+].[C:55]([O:59][C:60]([N:62]1[CH2:71][CH2:70][C:69]2[C:64](=[CH:65][C:66]([O:74][CH3:75])=[C:67]([O:72][CH3:73])[CH:68]=2)[CH:63]1[CH2:76][C:77]1[CH:82]=[CH:81][C:80]([C:83]2[CH:88]=[CH:87][CH:86]=[CH:85][C:84]=2[NH:89][C:90](=[O:92])[CH3:91])=[CH:79][CH:78]=1)=[O:61])([CH3:58])([CH3:57])[CH3:56].[ClH:93].